This data is from Forward reaction prediction with 1.9M reactions from USPTO patents (1976-2016). The task is: Predict the product of the given reaction. (1) Given the reactants COC(=O)CC1CC2C(=CC(OCCNC(OC(C)(C)C)=O)=CC=2)NC1=O.[CH3:28][O:29][C:30](=[O:61])[CH2:31][CH:32]1[CH2:41][C:40]2[C:35](=[CH:36][C:37]([O:42][CH2:43][CH2:44][NH:45]C(OC(C)(C)C)=O)=[CH:38][CH:39]=2)[N:34]([CH2:53][C:54]2[CH:59]=[CH:58][CH:57]=[CH:56][CH:55]=2)[C:33]1=[O:60], predict the reaction product. The product is: [CH3:28][O:29][C:30](=[O:61])[CH2:31][CH:32]1[CH2:41][C:40]2[C:35](=[CH:36][C:37]([O:42][CH2:43][CH2:44][NH2:45])=[CH:38][CH:39]=2)[N:34]([CH2:53][C:54]2[CH:55]=[CH:56][CH:57]=[CH:58][CH:59]=2)[C:33]1=[O:60]. (2) Given the reactants Cl.[NH2:2]O.[O-:4][CH2:5][CH3:6].[Na+].[C:8]([C:10]1[CH:14]=[CH:13][N:12]([CH3:15])[N:11]=1)#[N:9].C(OC)(OC)(OC)C, predict the reaction product. The product is: [CH3:6][C:5]1[O:4][N:2]=[C:8]([C:10]2[CH:14]=[CH:13][N:12]([CH3:15])[N:11]=2)[N:9]=1. (3) Given the reactants [H-].[Na+].Cl[C:4]1[CH:9]=[CH:8][C:7]([Br:10])=[CH:6][N:5]=1.[CH:11]([OH:14])([CH3:13])[CH3:12], predict the reaction product. The product is: [CH:11]([O:14][C:4]1[CH:9]=[CH:8][C:7]([Br:10])=[CH:6][N:5]=1)([CH3:13])[CH3:12]. (4) Given the reactants [Cl:1][C:2]1[CH:18]=[C:17](I)[CH:16]=[CH:15][C:3]=1[O:4][Si:5]([CH:12]([CH3:14])[CH3:13])([CH:9]([CH3:11])[CH3:10])[CH:6]([CH3:8])[CH3:7].[C:20]([C:24]1[CH:28]=[C:27]([NH2:29])[NH:26][N:25]=1)([CH3:23])([CH3:22])[CH3:21].CN[C@@H]1CCCC[C@H]1NC.C(=O)([O-])[O-].[K+].[K+], predict the reaction product. The product is: [C:20]([C:24]1[CH:28]=[C:27]([NH2:29])[N:26]([C:17]2[CH:16]=[CH:15][C:3]([O:4][Si:5]([CH:12]([CH3:14])[CH3:13])([CH:9]([CH3:11])[CH3:10])[CH:6]([CH3:8])[CH3:7])=[C:2]([Cl:1])[CH:18]=2)[N:25]=1)([CH3:23])([CH3:22])[CH3:21].